This data is from Full USPTO retrosynthesis dataset with 1.9M reactions from patents (1976-2016). The task is: Predict the reactants needed to synthesize the given product. Given the product [N:1]1([C:9]([O:11][CH2:12][C:13]2[CH:18]=[CH:17][CH:16]=[CH:15][CH:14]=2)=[O:10])[CH2:8][CH2:7][CH2:6][C@@H:2]1[C:3]([NH:19][C@H:20]([C:24]([N:26]([CH3:55])[C@H:27]([C:31]([N:33]1[CH2:54][CH2:53][CH2:52][C@H:34]1[C:35]([N:37]1[CH2:51][CH2:50][CH2:49][C@H:38]1[C:39]([NH:41][CH2:42][C:43]1[CH:44]=[CH:45][CH:46]=[CH:47][CH:48]=1)=[O:40])=[O:36])=[O:32])[CH:28]([CH3:30])[CH3:29])=[O:25])[CH:21]([CH3:23])[CH3:22])=[O:5], predict the reactants needed to synthesize it. The reactants are: [N:1]1([C:9]([O:11][CH2:12][C:13]2[CH:18]=[CH:17][CH:16]=[CH:15][CH:14]=2)=[O:10])[CH2:8][CH2:7][CH2:6][C@@H:2]1[C:3]([OH:5])=O.[NH2:19][C@H:20]([C:24]([N:26]([CH3:55])[C@H:27]([C:31]([N:33]1[CH2:54][CH2:53][CH2:52][C@H:34]1[C:35]([N:37]1[CH2:51][CH2:50][CH2:49][C@H:38]1[C:39]([NH:41][CH2:42][C:43]1[CH:48]=[CH:47][CH:46]=[CH:45][CH:44]=1)=[O:40])=[O:36])=[O:32])[CH:28]([CH3:30])[CH3:29])=[O:25])[CH:21]([CH3:23])[CH3:22].Cl.C(N(CC)CC)C.